This data is from Catalyst prediction with 721,799 reactions and 888 catalyst types from USPTO. The task is: Predict which catalyst facilitates the given reaction. Reactant: [OH-].[Na+].Cl[P:4]1(=[O:22])[O:9][CH:8]([C:10]2[C:19]3[C:14](=[CH:15][CH:16]=[CH:17][CH:18]=3)[CH:13]=[CH:12][CH:11]=2)[C:7]([CH3:21])([CH3:20])[CH2:6][O:5]1.Cl.CC[O:26]CC. Product: [OH:26][P:4]1(=[O:22])[O:9][CH:8]([C:10]2[C:19]3[C:14](=[CH:15][CH:16]=[CH:17][CH:18]=3)[CH:13]=[CH:12][CH:11]=2)[C:7]([CH3:21])([CH3:20])[CH2:6][O:5]1. The catalyst class is: 6.